This data is from Reaction yield outcomes from USPTO patents with 853,638 reactions. The task is: Predict the reaction yield, written as a fraction of the theoretical maximum amount of product (1.0 means a 100% yield; for example, 0.34 means a 34% yield). The reactants are [CH2:1](O)[CH2:2][CH2:3][CH2:4][CH2:5][CH2:6][CH2:7][CH2:8][CH2:9][CH:10]=[CH2:11].C1(=O)[NH:17]C(=O)C2=CC=CC=C12.NN. No catalyst specified. The product is [NH2:17][CH2:1][CH2:2][CH2:3][CH2:4][CH2:5][CH2:6][CH2:7][CH2:8][CH2:9][CH:10]=[CH2:11]. The yield is 0.660.